Dataset: Catalyst prediction with 721,799 reactions and 888 catalyst types from USPTO. Task: Predict which catalyst facilitates the given reaction. (1) Reactant: [N:1]12[CH2:8][CH2:7][CH:4]([CH2:5][CH2:6]1)[C@@H:3]([O:9][C:10]([C:12]1([C:19]3[CH:24]=[CH:23][CH:22]=[CH:21][CH:20]=3)[CH2:18][CH2:17][CH2:16][CH2:15][CH2:14][CH2:13]1)=[O:11])[CH2:2]2.[Br:25][CH2:26][CH2:27][CH2:28][NH:29][C:30]([C:32]1[CH:37]=[CH:36][CH:35]=[CH:34][N:33]=1)=[O:31]. Product: [Br-:25].[C:19]1([C:12]2([C:10]([O:9][C@@H:3]3[CH:4]4[CH2:7][CH2:8][N+:1]([CH2:26][CH2:27][CH2:28][NH:29][C:30]([C:32]5[CH:37]=[CH:36][CH:35]=[CH:34][N:33]=5)=[O:31])([CH2:6][CH2:5]4)[CH2:2]3)=[O:11])[CH2:18][CH2:17][CH2:16][CH2:15][CH2:14][CH2:13]2)[CH:20]=[CH:21][CH:22]=[CH:23][CH:24]=1. The catalyst class is: 23. (2) Reactant: C(OC([N:8]1[CH2:12][CH2:11][CH2:10][CH:9]1[C:13](=[O:25])[NH:14][CH2:15][C:16]1[CH:24]=[CH:23][C:19]2[O:20][CH2:21][O:22][C:18]=2[CH:17]=1)=O)(C)(C)C. Product: [O:20]1[C:19]2[CH:23]=[CH:24][C:16]([CH2:15][NH:14][C:13]([CH:9]3[CH2:10][CH2:11][CH2:12][NH:8]3)=[O:25])=[CH:17][C:18]=2[O:22][CH2:21]1. The catalyst class is: 157. (3) Product: [Br:17][C:18]1[CH:24]=[CH:23][C:21]([NH:22][CH2:3][CH2:4][N:5]([CH3:7])[CH3:6])=[CH:20][C:19]=1[CH3:25]. Reactant: Cl.Cl[CH2:3][CH2:4][N:5]([CH3:7])[CH3:6].[I-].[K+].C(N(CC)CC)C.[Br:17][C:18]1[CH:24]=[CH:23][C:21]([NH2:22])=[CH:20][C:19]=1[CH3:25]. The catalyst class is: 93. (4) Reactant: [C:1]([C:3]1[CH:8]=[CH:7][C:6]([CH:9]([CH2:20][CH2:21][O:22][Si](C(C)C)(C(C)C)C(C)C)[CH2:10][N:11](C)[C:12](=O)OC(C)(C)C)=[CH:5][CH:4]=1)#[N:2].Cl. Product: [OH:22][CH2:21][CH2:20][CH:9]([C:6]1[CH:5]=[CH:4][C:3]([C:1]#[N:2])=[CH:8][CH:7]=1)[CH2:10][NH:11][CH3:12]. The catalyst class is: 1. (5) Reactant: C(N(CC)C(C)C)(C)C.[Li]CCCC.[CH3:15][C:16]1[CH:21]=[N:20][CH:19]=[CH:18][N:17]=1.Br[CH2:23][C:24]([O:26][C:27]([CH3:30])([CH3:29])[CH3:28])=[O:25]. Product: [N:17]1[CH:18]=[CH:19][N:20]=[CH:21][C:16]=1[CH2:15][CH2:23][C:24]([O:26][C:27]([CH3:30])([CH3:29])[CH3:28])=[O:25]. The catalyst class is: 1. (6) Reactant: C(Cl)CCl.C1C=[CH:7][C:8]2[N:13](O)N=N[C:9]=2[CH:10]=1.[C:15]([C:17]1[CH:22]=[CH:21][C:20]([C:23]2[CH:24]=[N:25][N:26]([C:29]3[CH:37]=[CH:36][C:32]([C:33]([OH:35])=O)=[CH:31][N:30]=3)[C:27]=2[OH:28])=[CH:19][CH:18]=1)#[N:16].Cl.CC1(N)CC1.CCN(C(C)C)C(C)C. Product: [C:15]([C:17]1[CH:18]=[CH:19][C:20]([C:23]2[CH:24]=[N:25][N:26]([C:29]3[CH:37]=[CH:36][C:32]([C:33]([NH:13][C:8]4([CH3:7])[CH2:10][CH2:9]4)=[O:35])=[CH:31][N:30]=3)[C:27]=2[OH:28])=[CH:21][CH:22]=1)#[N:16]. The catalyst class is: 623. (7) Reactant: [N-:1]=[N+:2]=[N-:3].[Na+].[C:5]([CH:7]1[CH2:12][CH2:11][N:10]([C:13]([O:15][C:16]([CH3:19])([CH3:18])[CH3:17])=[O:14])[CH2:9][CH2:8]1)#[N:6]. Product: [NH:1]1[C:5]([CH:7]2[CH2:12][CH2:11][N:10]([C:13]([O:15][C:16]([CH3:19])([CH3:18])[CH3:17])=[O:14])[CH2:9][CH2:8]2)=[N:6][N:3]=[N:2]1. The catalyst class is: 39.